This data is from Catalyst prediction with 721,799 reactions and 888 catalyst types from USPTO. The task is: Predict which catalyst facilitates the given reaction. (1) The catalyst class is: 71. Product: [NH2:17][C:14]1([CH2:13][N:9]([CH2:8][C:5]2[CH:6]=[CH:7][C:2]([Cl:1])=[C:3]([CH:4]=2)[C:25]([NH:27][CH2:28][C:29]23[CH2:30][CH:31]4[CH2:32][CH:33]([CH2:34][CH:35]([CH2:37]4)[CH2:36]2)[CH2:38]3)=[O:26])[CH2:10][CH2:11][OH:12])[CH2:16][CH2:15]1. Reactant: [Cl:1][C:2]1[CH:7]=[CH:6][C:5]([CH2:8][N:9]([CH2:13][C:14]2([NH:17]C(=O)OC(C)(C)C)[CH2:16][CH2:15]2)[CH2:10][CH2:11][OH:12])=[CH:4][C:3]=1[C:25]([NH:27][CH2:28][C:29]12[CH2:38][CH:33]3[CH2:34][CH:35]([CH2:37][CH:31]([CH2:32]3)[CH2:30]1)[CH2:36]2)=[O:26].Cl.N. (2) Reactant: [C:1]1(=[O:7])[O:6][C:4](=[O:5])[CH2:3][CH2:2]1.[CH:8]1[C:13]([NH2:14])=[CH:12][CH:11]=[C:10]([S:15]([NH:18][C:19]2[S:23][CH:22]=[CH:21][N:20]=2)(=[O:17])=[O:16])[CH:9]=1.C(N(CC)CC)C. Product: [CH:12]1[C:13]([NH:14][C:1]([CH2:2][CH2:3][C:4]([OH:6])=[O:5])=[O:7])=[CH:8][CH:9]=[C:10]([S:15]([NH:18][C:19]2[S:23][CH:22]=[CH:21][N:20]=2)(=[O:17])=[O:16])[CH:11]=1. The catalyst class is: 7. (3) Reactant: [C:1]([N:5]1[C:9]2[N:10]=[CH:11][N:12]=[CH:13][C:8]=2[C:7]([C:14]([C:16]2[CH:21]=[C:20](Cl)[CH:19]=[CH:18][N:17]=2)=[O:15])=[CH:6]1)([CH3:4])([CH3:3])[CH3:2].[C:23](=[NH:36])([C:30]1[CH:35]=[CH:34][CH:33]=[CH:32][CH:31]=1)[C:24]1[CH:29]=[CH:28][CH:27]=[CH:26][CH:25]=1.C(=O)([O-])[O-].[Cs+].[Cs+].C1C=CC(P(C2C(C3C(P(C4C=CC=CC=4)C4C=CC=CC=4)=CC=C4C=3C=CC=C4)=C3C(C=CC=C3)=CC=2)C2C=CC=CC=2)=CC=1. Product: [C:23](=[N:36][C:20]1[CH:19]=[CH:18][N:17]=[C:16]([C:14]([C:7]2[C:8]3[CH:13]=[N:12][CH:11]=[N:10][C:9]=3[N:5]([C:1]([CH3:4])([CH3:3])[CH3:2])[CH:6]=2)=[O:15])[CH:21]=1)([C:30]1[CH:31]=[CH:32][CH:33]=[CH:34][CH:35]=1)[C:24]1[CH:29]=[CH:28][CH:27]=[CH:26][CH:25]=1. The catalyst class is: 222. (4) Reactant: [NH2:1][C:2]1[CH:9]=[CH:8][C:7]([Cl:10])=[CH:6][C:3]=1[CH:4]=O.C(=O)([O-])[O-].[K+].[K+].[F:17][C:18]([F:27])([F:26])/[CH:19]=[CH:20]/[C:21]([O:23][CH2:24][CH3:25])=[O:22]. Product: [Cl:10][C:7]1[CH:6]=[C:3]2[C:2](=[CH:9][CH:8]=1)[NH:1][CH:19]([C:18]([F:17])([F:27])[F:26])[C:20]([C:21]([O:23][CH2:24][CH3:25])=[O:22])=[CH:4]2. The catalyst class is: 9. (5) Reactant: [CH2:1]1[C@H:9]2[C@H:4]([CH2:5][NH:6][CH2:7][CH2:8]2)[CH2:3][N:2]1[C:10]([O:12][C:13]([CH3:16])([CH3:15])[CH3:14])=[O:11].CN1CCOCC1.[NH:24]1[C:28]2[CH:29]=[CH:30][C:31]([C:33](O)=[O:34])=[CH:32][C:27]=2[N:26]=[N:25]1.F[P-](F)(F)(F)(F)F.N1(OC(N(C)C)=[N+](C)C)C2N=CC=CC=2N=N1. The catalyst class is: 9. Product: [NH:24]1[C:28]2[CH:29]=[CH:30][C:31]([C:33]([N:6]3[CH2:7][CH2:8][C@H:9]4[CH2:1][N:2]([C:10]([O:12][C:13]([CH3:16])([CH3:15])[CH3:14])=[O:11])[CH2:3][C@H:4]4[CH2:5]3)=[O:34])=[CH:32][C:27]=2[N:26]=[N:25]1.